Dataset: Full USPTO retrosynthesis dataset with 1.9M reactions from patents (1976-2016). Task: Predict the reactants needed to synthesize the given product. (1) Given the product [N+:26]([C:29]1[CH:34]=[C:33]([C:35]([F:36])([F:37])[F:38])[CH:32]=[CH:31][C:30]=1[NH:39][C:21]([C:19]1[N:20]=[C:16]([CH2:15][O:14][C:13]2[CH:12]=[CH:11][C:10]([CH2:9][CH2:8][CH2:7][CH2:6][N:1]3[CH:5]=[CH:4][N:3]=[N:2]3)=[CH:25][CH:24]=2)[O:17][CH:18]=1)=[O:23])([O-:28])=[O:27], predict the reactants needed to synthesize it. The reactants are: [N:1]1([CH2:6][CH2:7][CH2:8][CH2:9][C:10]2[CH:25]=[CH:24][C:13]([O:14][CH2:15][C:16]3[O:17][CH:18]=[C:19]([C:21]([OH:23])=O)[N:20]=3)=[CH:12][CH:11]=2)[CH:5]=[CH:4][N:3]=[N:2]1.[N+:26]([C:29]1[CH:34]=[C:33]([C:35]([F:38])([F:37])[F:36])[CH:32]=[CH:31][C:30]=1[NH2:39])([O-:28])=[O:27]. (2) Given the product [Cl:1][C:2]1[CH:7]=[C:6]([F:8])[CH:5]=[CH:4][C:3]=1[N:9]1[CH2:14][CH2:13][N:12]([C:31]([C:30]2[CH:34]=[CH:35][CH:36]=[C:37]([C:38]([F:39])([F:40])[F:41])[C:29]=2[Cl:28])=[O:32])[CH2:11][C:10]1=[O:15], predict the reactants needed to synthesize it. The reactants are: [Cl:1][C:2]1[CH:7]=[C:6]([F:8])[CH:5]=[CH:4][C:3]=1[N:9]1[CH2:14][CH2:13][NH:12][CH2:11][C:10]1=[O:15].Cl.CN(C)CCCN=C=NCC.[Cl:28][C:29]1[C:37]([C:38]([F:41])([F:40])[F:39])=[CH:36][CH:35]=[CH:34][C:30]=1[C:31](O)=[O:32].C(O)(=O)CC(CC(O)=O)(C(O)=O)O. (3) The reactants are: [C:1]1([C:7]#[C:8][C:9]2[C:18]3[C:13](=[CH:14][CH:15]=[CH:16][CH:17]=3)[CH:12]=[CH:11][C:10]=2[C:19]([NH:21][C:22]([CH3:27])([CH3:26])[C:23]([OH:25])=[O:24])=[O:20])[CH:6]=[CH:5][CH:4]=[CH:3][CH:2]=1. Given the product [CH3:27][C:22]([NH:21][C:19]([C:10]1[CH:11]=[CH:12][C:13]2[C:18](=[CH:17][CH:16]=[CH:15][CH:14]=2)[C:9]=1[CH2:8][CH2:7][C:1]1[CH:2]=[CH:3][CH:4]=[CH:5][CH:6]=1)=[O:20])([CH3:26])[C:23]([OH:25])=[O:24], predict the reactants needed to synthesize it. (4) Given the product [Cl:24][CH2:25][C:26]([N:13]([CH2:12][CH:8]1[C:9]2[C:5](=[CH:4][C:3]([C:1]#[N:2])=[CH:11][CH:10]=2)[CH2:6][CH2:7]1)[CH2:14][CH2:15][NH:16][C:17](=[O:23])[O:18][C:19]([CH3:20])([CH3:22])[CH3:21])=[O:27], predict the reactants needed to synthesize it. The reactants are: [C:1]([C:3]1[CH:4]=[C:5]2[C:9](=[CH:10][CH:11]=1)[CH:8]([CH2:12][NH:13][CH2:14][CH2:15][NH:16][C:17](=[O:23])[O:18][C:19]([CH3:22])([CH3:21])[CH3:20])[CH2:7][CH2:6]2)#[N:2].[Cl:24][CH2:25][C:26](Cl)=[O:27]. (5) Given the product [Cl:16][C:2]1[C:3]([CH2:8][C:9]([O:11][CH2:12][CH3:13])=[O:10])=[CH:4][N:5]=[CH:6][N:7]=1, predict the reactants needed to synthesize it. The reactants are: O=[C:2]1[NH:7][CH:6]=[N:5][CH:4]=[C:3]1[CH2:8][C:9]([O:11][CH2:12][CH3:13])=[O:10].O=P(Cl)(Cl)[Cl:16].